Task: Regression. Given two drug SMILES strings and cell line genomic features, predict the synergy score measuring deviation from expected non-interaction effect.. Dataset: NCI-60 drug combinations with 297,098 pairs across 59 cell lines (1) Drug 1: CCC(=C(C1=CC=CC=C1)C2=CC=C(C=C2)OCCN(C)C)C3=CC=CC=C3.C(C(=O)O)C(CC(=O)O)(C(=O)O)O. Drug 2: CS(=O)(=O)OCCCCOS(=O)(=O)C. Cell line: PC-3. Synergy scores: CSS=4.50, Synergy_ZIP=4.74, Synergy_Bliss=1.97, Synergy_Loewe=-1.50, Synergy_HSA=-0.628. (2) Drug 1: C1=NC2=C(N=C(N=C2N1C3C(C(C(O3)CO)O)O)F)N. Drug 2: C1CCC(C(C1)N)N.C(=O)(C(=O)[O-])[O-].[Pt+4]. Cell line: OVCAR3. Synergy scores: CSS=31.4, Synergy_ZIP=-5.28, Synergy_Bliss=1.68, Synergy_Loewe=-4.05, Synergy_HSA=1.72. (3) Drug 1: CC1C(C(CC(O1)OC2CC(CC3=C2C(=C4C(=C3O)C(=O)C5=C(C4=O)C(=CC=C5)OC)O)(C(=O)CO)O)N)O.Cl. Drug 2: C1=NNC2=C1C(=O)NC=N2. Cell line: U251. Synergy scores: CSS=10.6, Synergy_ZIP=-1.19, Synergy_Bliss=5.19, Synergy_Loewe=-4.18, Synergy_HSA=1.57. (4) Drug 1: C1=C(C(=O)NC(=O)N1)F. Drug 2: COC1=C2C(=CC3=C1OC=C3)C=CC(=O)O2. Cell line: MALME-3M. Synergy scores: CSS=31.5, Synergy_ZIP=2.03, Synergy_Bliss=1.04, Synergy_Loewe=-2.05, Synergy_HSA=0.0588. (5) Drug 1: CC1=C(C=C(C=C1)NC2=NC=CC(=N2)N(C)C3=CC4=NN(C(=C4C=C3)C)C)S(=O)(=O)N.Cl. Drug 2: C1CNP(=O)(OC1)N(CCCl)CCCl. Cell line: NCI-H322M. Synergy scores: CSS=-4.84, Synergy_ZIP=-0.00360, Synergy_Bliss=-5.93, Synergy_Loewe=-7.52, Synergy_HSA=-7.67. (6) Drug 1: C1=NC2=C(N=C(N=C2N1C3C(C(C(O3)CO)O)F)Cl)N. Synergy scores: CSS=0.735, Synergy_ZIP=7.13, Synergy_Bliss=13.0, Synergy_Loewe=1.91, Synergy_HSA=4.56. Cell line: KM12. Drug 2: CCC1(CC2CC(C3=C(CCN(C2)C1)C4=CC=CC=C4N3)(C5=C(C=C6C(=C5)C78CCN9C7C(C=CC9)(C(C(C8N6C)(C(=O)OC)O)OC(=O)C)CC)OC)C(=O)OC)O.OS(=O)(=O)O. (7) Synergy scores: CSS=0.772, Synergy_ZIP=-1.27, Synergy_Bliss=-3.21, Synergy_Loewe=-3.08, Synergy_HSA=-4.60. Cell line: M14. Drug 2: C1CCN(CC1)CCOC2=CC=C(C=C2)C(=O)C3=C(SC4=C3C=CC(=C4)O)C5=CC=C(C=C5)O. Drug 1: CC1C(C(CC(O1)OC2CC(CC3=C2C(=C4C(=C3O)C(=O)C5=C(C4=O)C(=CC=C5)OC)O)(C(=O)CO)O)N)O.Cl. (8) Drug 1: CC1=CC=C(C=C1)C2=CC(=NN2C3=CC=C(C=C3)S(=O)(=O)N)C(F)(F)F. Drug 2: CCC1=C2CN3C(=CC4=C(C3=O)COC(=O)C4(CC)O)C2=NC5=C1C=C(C=C5)O. Cell line: SK-MEL-28. Synergy scores: CSS=13.6, Synergy_ZIP=-1.38, Synergy_Bliss=9.87, Synergy_Loewe=-19.0, Synergy_HSA=1.38.